This data is from Forward reaction prediction with 1.9M reactions from USPTO patents (1976-2016). The task is: Predict the product of the given reaction. (1) Given the reactants C([O-])(=O)C.C([O-])(=O)C.C([O-])(=O)C.[Cl:13][C:14]1[CH:28]=[CH:27][C:17]([C:18]2[CH:19]=[CH:20][C:21]([CH2:25][CH3:26])=[C:22]([Pb+3])[CH:23]=2)=[CH:16][CH:15]=1.[CH:29]12[CH2:36][CH:33]([CH:34]=[CH:35]1)[C:32](=[O:37])[CH2:31][C:30]2=[O:38].C1(C)C=CC=CC=1, predict the reaction product. The product is: [Cl:13][C:14]1[CH:28]=[CH:27][C:17]([C:18]2[CH:19]=[CH:20][C:21]([CH2:25][CH3:26])=[C:22]([CH:31]3[C:32](=[O:37])[CH:33]4[CH2:36][CH:29]([CH:35]=[CH:34]4)[C:30]3=[O:38])[CH:23]=2)=[CH:16][CH:15]=1. (2) Given the reactants [Si:1]([O:8][C@H:9]1[C@H:14]([NH:15][C:16](=[O:22])[O:17][C:18]([CH3:21])([CH3:20])[CH3:19])[CH2:13][CH2:12][N:11]([CH2:23][CH2:24][OH:25])[CH2:10]1)([C:4]([CH3:7])([CH3:6])[CH3:5])([CH3:3])[CH3:2].C(N(CC)CC)C.[CH3:33][S:34](Cl)(=[O:36])=[O:35].CS(OCCN1CC[C@@H](NC(OC(C)(C)C)=O)[C@@H](OC)C1)(=O)=O, predict the reaction product. The product is: [CH3:33][S:34]([O:25][CH2:24][CH2:23][N:11]1[CH2:12][CH2:13][C@@H:14]([NH:15][C:16]([O:17][C:18]([CH3:19])([CH3:21])[CH3:20])=[O:22])[C@H:9]([O:8][Si:1]([C:4]([CH3:7])([CH3:6])[CH3:5])([CH3:3])[CH3:2])[CH2:10]1)(=[O:36])=[O:35]. (3) Given the reactants [O:1]=[C:2]1[CH2:7][NH:6][C:5]2[CH:8]=[C:9]([CH2:12][CH2:13][CH:14]3[CH2:19][CH2:18][N:17](C(OC(C)(C)C)=O)[CH2:16][CH2:15]3)[CH:10]=[CH:11][C:4]=2[O:3]1.[ClH:27], predict the reaction product. The product is: [ClH:27].[NH:17]1[CH2:18][CH2:19][CH:14]([CH2:13][CH2:12][C:9]2[CH:10]=[CH:11][C:4]3[O:3][C:2](=[O:1])[CH2:7][NH:6][C:5]=3[CH:8]=2)[CH2:15][CH2:16]1. (4) Given the reactants Cl.[CH2:2]([O:9][NH2:10])[C:3]1[CH:8]=[CH:7][CH:6]=[CH:5][CH:4]=1.[C:11]([O-])(=O)[CH3:12].[Na+].C(=O)C, predict the reaction product. The product is: [CH2:2]([O:9][N:10]=[CH:11][CH3:12])[C:3]1[CH:8]=[CH:7][CH:6]=[CH:5][CH:4]=1. (5) Given the reactants Cl[C:2]1[C:3]([NH2:9])=[N:4][CH:5]=[N:6][C:7]=1Cl.[O:10]([C:17]1[CH:22]=[CH:21][C:20](B(O)O)=[CH:19][CH:18]=1)[C:11]1[CH:16]=[CH:15][CH:14]=[CH:13][CH:12]=1.[NH2:26][CH2:27][C@@H:28]1[CH2:33][CH2:32][N:31]([C:34]([O:36]C(C)(C)C)=O)[CH2:30][C@H:29]1[OH:41].[N:42]1([CH2:48][CH2:49]C(O)=O)[CH2:47][CH2:46][CH2:45][CH2:44][CH2:43]1, predict the reaction product. The product is: [NH2:9][C:3]1[N:4]=[CH:5][N:6]=[C:7]([NH:26][CH2:27][C@@H:28]2[CH2:33][CH2:32][N:31]([C:34](=[O:36])[CH2:49][CH2:48][N:42]3[CH2:47][CH2:46][CH2:45][CH2:44][CH2:43]3)[CH2:30][C@H:29]2[OH:41])[C:2]=1[C:20]1[CH:21]=[CH:22][C:17]([O:10][C:11]2[CH:16]=[CH:15][CH:14]=[CH:13][CH:12]=2)=[CH:18][CH:19]=1. (6) Given the reactants [CH3:1][O:2][C:3]1[CH:4]=[C:5]2[C:10](=[CH:11][CH:12]=1)[NH:9][CH2:8][CH2:7][CH2:6]2.[CH:13]([O:16][C:17]1[CH:25]=[CH:24][C:23]([S:26]([CH3:29])(=[O:28])=[O:27])=[CH:22][C:18]=1[C:19](O)=[O:20])([CH3:15])[CH3:14], predict the reaction product. The product is: [CH:13]([O:16][C:17]1[CH:25]=[CH:24][C:23]([S:26]([CH3:29])(=[O:28])=[O:27])=[CH:22][C:18]=1[C:19]([N:9]1[C:10]2[C:5](=[CH:4][C:3]([O:2][CH3:1])=[CH:12][CH:11]=2)[CH2:6][CH2:7][CH2:8]1)=[O:20])([CH3:15])[CH3:14]. (7) Given the reactants [Cl:1][C:2]1[CH:10]=[CH:9][CH:8]=[C:7]2[C:3]=1[C:4]([C:11]([NH:13][CH2:14][C:15]1([OH:23])[CH2:20][CH2:19][CH2:18][C:17]([F:22])([F:21])[CH2:16]1)=[O:12])=[CH:5][NH:6]2.C(OC([N:31]1[CH2:35][CH2:34][CH:33]([CH2:36]O)[CH2:32]1)=O)(C)(C)C.C(P(=CC#N)(CCCC)CCCC)CCC, predict the reaction product. The product is: [Cl:1][C:2]1[CH:10]=[CH:9][CH:8]=[C:7]2[C:3]=1[C:4]([C:11]([NH:13][CH2:14][C:15]1([OH:23])[CH2:20][CH2:19][CH2:18][C:17]([F:22])([F:21])[CH2:16]1)=[O:12])=[CH:5][N:6]2[CH2:36][CH:33]1[CH2:34][CH2:35][NH:31][CH2:32]1. (8) Given the reactants [Cl:1][C:2]1[CH:7]=[CH:6][CH:5]=[C:4]([Cl:8])[C:3]=1[C:9]1[NH:13][C:12](=[O:14])[N:11]([C:15]2[CH:24]=[CH:23][C:18]([C:19]([O:21]C)=O)=[C:17]([O:25][CH3:26])[CH:16]=2)[N:10]=1.[Cl:27][C:28]1[CH:37]=[CH:36][C:31]([C:32](=[N:34]O)[NH2:33])=[CH:30][CH:29]=1.[H-].[Na+], predict the reaction product. The product is: [Cl:27][C:28]1[CH:37]=[CH:36][C:31]([C:32]2[N:34]=[C:19]([C:18]3[CH:23]=[CH:24][C:15]([N:11]4[C:12](=[O:14])[NH:13][C:9]([C:3]5[C:2]([Cl:1])=[CH:7][CH:6]=[CH:5][C:4]=5[Cl:8])=[N:10]4)=[CH:16][C:17]=3[O:25][CH3:26])[O:21][N:33]=2)=[CH:30][CH:29]=1. (9) Given the reactants [Br:1][C:2]1[CH:11]=[C:10]2[C:5]([N:6]=[CH:7][C:8]([NH:12][NH:13][C:14]([CH:16]3[CH2:21][CH2:20][N:19](C(OC(C)(C)C)=O)[CH2:18][CH2:17]3)=O)=[N:9]2)=[CH:4][CH:3]=1, predict the reaction product. The product is: [Br:1][C:2]1[CH:11]=[C:10]2[C:5]([N:6]=[CH:7][C:8]3[N:9]2[C:14]([CH:16]2[CH2:21][CH2:20][NH:19][CH2:18][CH2:17]2)=[N:13][N:12]=3)=[CH:4][CH:3]=1.